From a dataset of Full USPTO retrosynthesis dataset with 1.9M reactions from patents (1976-2016). Predict the reactants needed to synthesize the given product. (1) Given the product [N+:1]([C:4]1[CH:5]=[C:6]([OH:13])[C:7](=[CH:11][CH:12]=1)[C:8]([O:10][CH3:14])=[O:9])([O-:3])=[O:2], predict the reactants needed to synthesize it. The reactants are: [N+:1]([C:4]1[CH:5]=[C:6]([OH:13])[C:7](=[CH:11][CH:12]=1)[C:8]([OH:10])=[O:9])([O-:3])=[O:2].[CH3:14]O. (2) Given the product [Br-:23].[OH:10][C:9]([C:17]1[CH:22]=[CH:21][CH:20]=[CH:19][CH:18]=1)([C:11]1[CH:12]=[CH:13][CH:14]=[CH:15][CH:16]=1)[C:4]12[CH2:5][CH2:6][N+:1]([CH2:24][CH2:25][CH2:26][O:27][C:28]3[CH:33]=[CH:32][C:31]([O:34][CH2:35][C:36]4[CH:41]=[CH:40][CH:39]=[CH:38][CH:37]=4)=[CH:30][CH:29]=3)([CH2:2][CH2:3]1)[CH2:8][CH2:7]2, predict the reactants needed to synthesize it. The reactants are: [N:1]12[CH2:8][CH2:7][C:4]([C:9]([C:17]3[CH:22]=[CH:21][CH:20]=[CH:19][CH:18]=3)([C:11]3[CH:16]=[CH:15][CH:14]=[CH:13][CH:12]=3)[OH:10])([CH2:5][CH2:6]1)[CH2:3][CH2:2]2.[Br:23][CH2:24][CH2:25][CH2:26][O:27][C:28]1[CH:33]=[CH:32][C:31]([O:34][CH2:35][C:36]2[CH:41]=[CH:40][CH:39]=[CH:38][CH:37]=2)=[CH:30][CH:29]=1. (3) Given the product [CH2:1]([CH:3]1[C:11]2[C:6](=[CH:7][CH:8]=[C:9]([C:12]3[CH:13]=[N:14][N:15]([CH3:17])[CH:16]=3)[CH:10]=2)[N:5]([C:19]2[C:23]3[CH2:24][N:25]([C:28](=[O:30])[CH3:29])[CH2:26][CH2:27][C:22]=3[N:21]([CH:31]3[CH2:32][O:33][CH2:34]3)[N:20]=2)[CH2:4]1)[CH3:2], predict the reactants needed to synthesize it. The reactants are: [CH2:1]([CH:3]1[C:11]2[C:6](=[CH:7][CH:8]=[C:9]([C:12]3[CH:13]=[N:14][N:15]([CH3:17])[CH:16]=3)[CH:10]=2)[NH:5][CH2:4]1)[CH3:2].Br[C:19]1[C:23]2[CH2:24][N:25]([C:28](=[O:30])[CH3:29])[CH2:26][CH2:27][C:22]=2[N:21]([CH:31]2[CH2:34][O:33][CH2:32]2)[N:20]=1.C(O[Na])(C)(C)C.COC(C)(C)C.C1(P(C2CCCCC2)C2C=CC=CC=2C2C(OC(C)C)=CC=CC=2OC(C)C)CCCCC1. (4) The reactants are: [OH:1][CH2:2][CH:3]([CH2:15][O:16][CH3:17])[O:4][CH2:5][CH2:6][NH:7]C(=O)OC(C)(C)C.[ClH:18]. Given the product [ClH:18].[NH2:7][CH2:6][CH2:5][O:4][CH:3]([CH2:15][O:16][CH3:17])[CH2:2][OH:1], predict the reactants needed to synthesize it. (5) Given the product [CH3:36][CH:31]1[CH2:32][CH2:33][CH2:34][CH2:35][CH:30]1[NH:29][C:28]([C:23]1[C:22]2[C:27](=[C:18]([S:15](=[O:17])(=[O:16])[NH:14][CH:11]3[CH2:10][CH2:9][NH:8][CH2:13][CH2:12]3)[CH:19]=[CH:20][CH:21]=2)[CH:26]=[CH:25][CH:24]=1)=[O:37], predict the reactants needed to synthesize it. The reactants are: C(OC([N:8]1[CH2:13][CH2:12][CH:11]([NH:14][S:15]([C:18]2[C:27]3[C:22](=[C:23]([C:28](=[O:37])[NH:29][CH:30]4[CH2:35][CH2:34][CH2:33][CH2:32][CH:31]4[CH3:36])[CH:24]=[CH:25][CH:26]=3)[CH:21]=[CH:20][CH:19]=2)(=[O:17])=[O:16])[CH2:10][CH2:9]1)=O)(C)(C)C. (6) Given the product [CH2:1]([O:8][C:9]1[CH:14]=[CH:13][C:12]([Cl:15])=[CH:11][C:10]=1[O:16][CH2:17][CH:19]1[CH2:20][O:21]1)[C:2]1[CH:3]=[CH:4][CH:5]=[CH:6][CH:7]=1, predict the reactants needed to synthesize it. The reactants are: [CH2:1]([O:8][C:9]1[CH:14]=[CH:13][C:12]([Cl:15])=[CH:11][C:10]=1[OH:16])[C:2]1[CH:7]=[CH:6][CH:5]=[CH:4][CH:3]=1.[CH2:17]([CH:19]1[O:21][CH2:20]1)Cl.C(=O)([O-])[O-].[Cs+].[Cs+].